This data is from Peptide-MHC class II binding affinity with 134,281 pairs from IEDB. The task is: Regression. Given a peptide amino acid sequence and an MHC pseudo amino acid sequence, predict their binding affinity value. This is MHC class II binding data. (1) The binding affinity (normalized) is 0.533. The peptide sequence is GTVVMQVKVSKGAPC. The MHC is HLA-DQA10201-DQB10301 with pseudo-sequence HLA-DQA10201-DQB10301. (2) The peptide sequence is EKPGNRNPYENLLYK. The MHC is H-2-IAb with pseudo-sequence H-2-IAb. The binding affinity (normalized) is 0.0330. (3) The peptide sequence is VQNTVEDLKLNTLGR. The MHC is DRB1_0901 with pseudo-sequence DRB1_0901. The binding affinity (normalized) is 0.182. (4) The peptide sequence is SQLMCQPILLLDQVL. The MHC is DRB1_0101 with pseudo-sequence DRB1_0101. The binding affinity (normalized) is 0.646. (5) The MHC is DRB3_0202 with pseudo-sequence DRB3_0202. The peptide sequence is NKICTSKGDSARVTV. The binding affinity (normalized) is 0.139. (6) The peptide sequence is AAVDKDAVIVAAAGN. The MHC is HLA-DQA10501-DQB10301 with pseudo-sequence HLA-DQA10501-DQB10301. The binding affinity (normalized) is 0.375.